Dataset: Forward reaction prediction with 1.9M reactions from USPTO patents (1976-2016). Task: Predict the product of the given reaction. (1) Given the reactants [C:1]([C:3]1[CH:4]=[C:5]2[C:11]([C:12]([C:14]3[C:15]([F:28])=[C:16]([NH:21][S:22]([CH2:25][CH2:26][CH3:27])(=[O:24])=[O:23])[CH:17]=[CH:18][C:19]=3[F:20])=[O:13])=[CH:10][NH:9][C:6]2=[N:7][CH:8]=1)#[N:2].[N:29]([Si](C)(C)C)=[N+:30]=[N-:31].C([Sn](CCCC)=O)CCC, predict the reaction product. The product is: [F:28][C:15]1[C:14]([C:12]([C:11]2[C:5]3[C:6](=[N:7][CH:8]=[C:3]([C:1]4[N:29]=[N:30][NH:31][N:2]=4)[CH:4]=3)[NH:9][CH:10]=2)=[O:13])=[C:19]([F:20])[CH:18]=[CH:17][C:16]=1[NH:21][S:22]([CH2:25][CH2:26][CH3:27])(=[O:23])=[O:24]. (2) Given the reactants [C:1]1([C@H:7]2[C:16]3[C:11](=[CH:12][CH:13]=[CH:14][CH:15]=3)[CH2:10][CH2:9][NH:8]2)[CH:6]=[CH:5][CH:4]=[CH:3][CH:2]=1.Cl[C:18]([O:20][CH:21]([CH3:23])[CH3:22])=[O:19].C1(C)C=CC=CC=1.C(=O)([O-])[O-].[K+].[K+], predict the reaction product. The product is: [CH3:22][CH:21]([O:20][C:18]([N:8]1[CH2:9][CH2:10][C:11]2[C:16](=[CH:15][CH:14]=[CH:13][CH:12]=2)[C@@H:7]1[C:1]1[CH:2]=[CH:3][CH:4]=[CH:5][CH:6]=1)=[O:19])[CH3:23].